Dataset: Full USPTO retrosynthesis dataset with 1.9M reactions from patents (1976-2016). Task: Predict the reactants needed to synthesize the given product. (1) Given the product [Cl:1][C:2]1[CH:10]=[C:9]([C:11]#[C:12][CH2:13][O:14][CH3:15])[C:5]2[O:6][CH2:7][O:8][C:4]=2[C:3]=1[NH:16][C:17]1[C:26]2[C:21](=[CH:22][C:23]([O:29][CH2:30][CH2:31][CH2:32][N:34]3[CH2:39][CH2:38][NH:37][CH2:36][CH2:35]3)=[C:24]([O:27][CH3:28])[CH:25]=2)[N:20]=[CH:19][N:18]=1, predict the reactants needed to synthesize it. The reactants are: [Cl:1][C:2]1[CH:10]=[C:9]([C:11]#[C:12][CH2:13][O:14][CH3:15])[C:5]2[O:6][CH2:7][O:8][C:4]=2[C:3]=1[NH:16][C:17]1[C:26]2[C:21](=[CH:22][C:23]([O:29][CH2:30][CH2:31][CH2:32]Cl)=[C:24]([O:27][CH3:28])[CH:25]=2)[N:20]=[CH:19][N:18]=1.[NH:34]1[CH2:39][CH2:38][NH:37][CH2:36][CH2:35]1. (2) Given the product [CH3:58][C:57]1[O:56][C:55](=[O:59])[O:54][C:53]=1[CH2:52][O:31][C:30](=[O:32])[C@H:29]([OH:33])[CH2:28][N:12]([CH2:13][C:14]1[CH:19]=[CH:18][C:17]([C:20]2[CH:25]=[C:24]([Cl:26])[CH:23]=[CH:22][C:21]=2[F:27])=[CH:16][CH:15]=1)[NH:11][C:9]([C:6]1[NH:7][N:8]=[C:4]([C:1](=[O:3])[CH3:2])[CH:5]=1)=[O:10], predict the reactants needed to synthesize it. The reactants are: [C:1]([C:4]1[CH:5]=[C:6]([C:9]([NH:11][N:12]([CH2:28][C@@H:29]([OH:33])[C:30]([OH:32])=[O:31])[CH2:13][C:14]2[CH:19]=[CH:18][C:17]([C:20]3[CH:25]=[C:24]([Cl:26])[CH:23]=[CH:22][C:21]=3[F:27])=[CH:16][CH:15]=2)=[O:10])[NH:7][N:8]=1)(=[O:3])[CH3:2].C1C=CC2N(O)N=NC=2C=1.C(Cl)CCl.C(Cl)Cl.O[CH2:52][C:53]1[O:54][C:55](=[O:59])[O:56][C:57]=1[CH3:58].CN1CCOCC1. (3) Given the product [Br:1][C:2]1[CH:3]=[CH:4][C:5]([N:9]2[CH:13]=[C:12]([CH:14]=[O:15])[N:11]=[CH:10]2)=[N:6][CH:7]=1, predict the reactants needed to synthesize it. The reactants are: [Br:1][C:2]1[CH:3]=[CH:4][C:5](F)=[N:6][CH:7]=1.[NH:9]1[CH:13]=[C:12]([CH:14]=[O:15])[N:11]=[CH:10]1.C([O-])([O-])=O.[K+].[K+].O.